This data is from Forward reaction prediction with 1.9M reactions from USPTO patents (1976-2016). The task is: Predict the product of the given reaction. (1) Given the reactants [C:1](OC(=O)C)(=[O:3])[CH3:2].[N:8]1[CH:13]=[CH:12][CH:11]=[C:10]([O:14][CH2:15][CH:16]2[CH2:21][N:20]([C:22]([O:24][C:25]([CH3:28])([CH3:27])[CH3:26])=[O:23])[CH2:19][CH2:18][N:17]2[C:29]([O:31][CH:32]2[CH2:37][CH2:36][NH:35][CH2:34][CH2:33]2)=[O:30])[CH:9]=1, predict the reaction product. The product is: [N:8]1[CH:13]=[CH:12][CH:11]=[C:10]([O:14][CH2:15][CH:16]2[CH2:21][N:20]([C:22]([O:24][C:25]([CH3:28])([CH3:26])[CH3:27])=[O:23])[CH2:19][CH2:18][N:17]2[C:29]([O:31][CH:32]2[CH2:37][CH2:36][N:35]([C:1](=[O:3])[CH3:2])[CH2:34][CH2:33]2)=[O:30])[CH:9]=1. (2) Given the reactants [C:1]([O:5][C:6]([NH:8][C@@H:9]([CH2:14][CH:15]1[CH2:20][CH2:19][CH:18]([O:21][Si:22]([C:25]([CH3:28])([CH3:27])[CH3:26])([CH3:24])[CH3:23])[CH2:17][CH2:16]1)[C:10](OC)=[O:11])=[O:7])([CH3:4])([CH3:3])[CH3:2].[BH4-].[Na+], predict the reaction product. The product is: [Si:22]([O:21][CH:18]1[CH2:17][CH2:16][CH:15]([CH2:14][C@H:9]([NH:8][C:6](=[O:7])[O:5][C:1]([CH3:4])([CH3:3])[CH3:2])[CH2:10][OH:11])[CH2:20][CH2:19]1)([C:25]([CH3:27])([CH3:28])[CH3:26])([CH3:24])[CH3:23]. (3) The product is: [CH2:23]([O:22][C:12]1[CH:11]=[C:10]([C:9]2[NH:1][C:2]3[C:7]([N:8]=2)=[CH:6][N:5]=[CH:4][N:3]=3)[CH:15]=[C:14]([O:16][C@@H:17]([CH3:21])[CH2:18][O:19][CH3:20])[CH:13]=1)[C:24]1[CH:29]=[CH:28][CH:27]=[CH:26][CH:25]=1. Given the reactants [NH2:1][C:2]1[C:7]([NH:8][C:9](=O)[C:10]2[CH:15]=[C:14]([O:16][C@@H:17]([CH3:21])[CH2:18][O:19][CH3:20])[CH:13]=[C:12]([O:22][CH2:23][C:24]3[CH:29]=[CH:28][CH:27]=[CH:26][CH:25]=3)[CH:11]=2)=[CH:6][N:5]=[CH:4][N:3]=1, predict the reaction product. (4) Given the reactants [N:1]1([C:10]([C:12]2[CH:13]=[CH:14][C:15]([CH3:30])=[C:16]([C:18]3[CH:23]=[CH:22][CH:21]=[C:20](C(NCCC)=O)[CH:19]=3)[CH:17]=2)=[O:11])[C:5]2[CH:6]=[CH:7]C=CC=2N=N1.[CH:31]1([CH2:34][NH2:35])[CH2:33][CH2:32]1.C1C[O:39][CH2:38]C1, predict the reaction product. The product is: [CH:31]1([CH2:34][NH:35][C:38]([C:21]2[CH:20]=[CH:19][C:18]([C:16]3[C:15]([CH3:30])=[CH:14][CH:13]=[C:12]([C:10]([NH:1][CH2:5][CH2:6][CH3:7])=[O:11])[CH:17]=3)=[CH:23][CH:22]=2)=[O:39])[CH2:33][CH2:32]1. (5) The product is: [N+:13]([C:16]1[CH:21]=[C:20]([CH:19]=[CH:18][CH:17]=1)[CH2:2][C:3]1[CH:8]=[CH:7][CH:6]=[CH:5][C:4]=1[C:9]([F:12])([F:11])[F:10])([O-:15])=[O:14]. Given the reactants Br[CH2:2][C:3]1[CH:8]=[CH:7][CH:6]=[CH:5][C:4]=1[C:9]([F:12])([F:11])[F:10].[N+:13]([C:16]1[CH:17]=[C:18](B(O)O)[CH:19]=[CH:20][CH:21]=1)([O-:15])=[O:14].C(=O)([O-])[O-].[Na+].[Na+], predict the reaction product. (6) Given the reactants [C:1]([N:4]1[C:13]2[C:8](=[CH:9][C:10]([C:14]3[N:15]=[N:16][N:17]([CH2:19][CH2:20][O:21][Si](C(C)(C)C)(C)C)[CH:18]=3)=[CH:11][CH:12]=2)[C@H:7]([NH2:29])[CH2:6][C@@H:5]1[CH3:30])(=[O:3])[CH3:2].Cl[C:32]1[CH:37]=[C:36]([CH3:38])[CH:35]=[CH:34][N:33]=1.CC(C)([O-])C.[Na+].C1(P(C2CCCCC2)C2C=CC=CC=2C2C(N(C)C)=CC=CC=2)CCCCC1, predict the reaction product. The product is: [C:1]([N:4]1[C:13]2[C:8](=[CH:9][C:10]([C:14]3[N:15]=[N:16][N:17]([CH2:19][CH2:20][OH:21])[CH:18]=3)=[CH:11][CH:12]=2)[C@H:7]([NH:29][C:32]2[CH:37]=[C:36]([CH3:38])[CH:35]=[CH:34][N:33]=2)[CH2:6][C@@H:5]1[CH3:30])(=[O:3])[CH3:2].